From a dataset of Catalyst prediction with 721,799 reactions and 888 catalyst types from USPTO. Predict which catalyst facilitates the given reaction. Product: [CH3:39][O:40][C:41]1[CH:42]=[C:43]([NH:47][CH:2]([C:33]2[CH:38]=[CH:37][CH:36]=[CH:35][CH:34]=2)[C:3]([C:5]2[C:13]3[C:8](=[CH:9][CH:10]=[CH:11][CH:12]=3)[N:7]([S:14]([CH:17]3[CH2:22][CH2:21][N:20]([C:23]([O:25][CH2:26][C:27]4[CH:32]=[CH:31][CH:30]=[CH:29][CH:28]=4)=[O:24])[CH2:19][CH2:18]3)(=[O:16])=[O:15])[CH:6]=2)=[O:4])[CH:44]=[CH:45][CH:46]=1.[CH3:39][O:40][C:41]1[CH:42]=[C:43]([NH:47][CH:2]([C:33]2[CH:38]=[CH:37][CH:36]=[CH:35][CH:34]=2)[C:3]([C:5]2[C:13]3[C:8](=[CH:9][CH:10]=[CH:11][CH:12]=3)[N:7]([S:14]([CH:17]3[CH2:22][CH2:21][NH:20][CH2:19][CH2:18]3)(=[O:15])=[O:16])[CH:6]=2)=[O:4])[CH:44]=[CH:45][CH:46]=1. The catalyst class is: 10. Reactant: Cl[CH:2]([C:33]1[CH:38]=[CH:37][CH:36]=[CH:35][CH:34]=1)[C:3]([C:5]1[C:13]2[C:8](=[CH:9][CH:10]=[CH:11][CH:12]=2)[N:7]([S:14]([CH:17]2[CH2:22][CH2:21][N:20]([C:23]([O:25][CH2:26][C:27]3[CH:32]=[CH:31][CH:30]=[CH:29][CH:28]=3)=[O:24])[CH2:19][CH2:18]2)(=[O:16])=[O:15])[CH:6]=1)=[O:4].[CH3:39][O:40][C:41]1[CH:46]=[CH:45][CH:44]=[C:43]([NH2:47])[CH:42]=1.